This data is from Reaction yield outcomes from USPTO patents with 853,638 reactions. The task is: Predict the reaction yield, written as a fraction of the theoretical maximum amount of product (1.0 means a 100% yield; for example, 0.34 means a 34% yield). (1) The product is [Br:1][C:2]1[C:11]2[C:6](=[CH:7][CH:8]=[CH:9][CH:10]=2)[C:5]([O:12][S:13]([C:16]([F:19])([F:17])[F:18])(=[O:14])=[O:15])=[C:4]([C:20](=[O:26])[C:21]([O:23][CH2:24][CH3:25])=[O:22])[C:3]=1[CH3:27]. The yield is 0.980. The catalyst is C(Cl)Cl.O. The reactants are [Br:1][C:2]1[C:11]2[C:6](=[CH:7][CH:8]=[CH:9][CH:10]=2)[C:5]([O:12][S:13]([C:16]([F:19])([F:18])[F:17])(=[O:15])=[O:14])=[C:4]([CH:20]([OH:26])[C:21]([O:23][CH2:24][CH3:25])=[O:22])[C:3]=1[CH3:27].CC(OI1(OC(C)=O)(OC(C)=O)OC(=O)C2C=CC=CC1=2)=O.[O-]S([O-])(=S)=O.[Na+].[Na+]. (2) The reactants are Br[C:2]1[CH:14]=[N:13][C:12]2[C:11]3[CH:10]=[CH:9][C:8]([C:15]4([O:19][Si:20]([C:23]([CH3:26])([CH3:25])[CH3:24])([CH3:22])[CH3:21])[CH2:18][O:17][CH2:16]4)=[CH:7][C:6]=3[NH:5][C:4]=2[CH:3]=1.[CH3:27][C:28]1[C:32](B(O)O)=[C:31]([CH3:36])[O:30][N:29]=1.P([O-])([O-])([O-])=O.[K+].[K+].[K+]. The catalyst is C1COCC1.O.C1C=CC(P(C2C=CC=CC=2)[C-]2C=CC=C2)=CC=1.C1C=CC(P(C2C=CC=CC=2)[C-]2C=CC=C2)=CC=1.Cl[Pd]Cl.[Fe+2].C(Cl)Cl. The product is [Si:20]([O:19][C:15]1([C:8]2[CH:9]=[CH:10][C:11]3[C:12]4[N:13]=[CH:14][C:2]([C:32]5[C:28]([CH3:27])=[N:29][O:30][C:31]=5[CH3:36])=[CH:3][C:4]=4[NH:5][C:6]=3[CH:7]=2)[CH2:18][O:17][CH2:16]1)([C:23]([CH3:25])([CH3:24])[CH3:26])([CH3:22])[CH3:21]. The yield is 0.590. (3) The yield is 0.410. The catalyst is C1C=CC(/C=C/C(/C=C/C2C=CC=CC=2)=O)=CC=1.C1C=CC(/C=C/C(/C=C/C2C=CC=CC=2)=O)=CC=1.C1C=CC(/C=C/C(/C=C/C2C=CC=CC=2)=O)=CC=1.[Pd].[Pd]. The product is [F:21][C:18]1[CH:19]=[CH:20][C:15]([C:12]([NH:11][C:10](=[O:23])[O:9][CH:3]2[CH:4]3[CH2:7][CH2:8][N:1]([CH2:6][CH2:5]3)[CH2:2]2)([CH3:14])[CH3:13])=[CH:16][C:17]=1[C:27]1[CH:28]=[CH:29][N:24]=[CH:25][CH:26]=1. The reactants are [N:1]12[CH2:8][CH2:7][CH:4]([CH2:5][CH2:6]1)[CH:3]([O:9][C:10](=[O:23])[NH:11][C:12]([C:15]1[CH:20]=[CH:19][C:18]([F:21])=[C:17](Br)[CH:16]=1)([CH3:14])[CH3:13])[CH2:2]2.[N:24]1[CH:29]=[CH:28][C:27](B(O)O)=[CH:26][CH:25]=1. (4) The reactants are [Cl:1][C:2]1[C:3]([C:31](=[O:41])[N:32]([CH2:37][CH2:38][CH2:39][CH3:40])[CH2:33][CH2:34][CH2:35][CH3:36])=[N:4][N:5]([C:8]2[CH:18]=[CH:17][C:11]([C:12]([O:14]CC)=[O:13])=[CH:10][C:9]=2[C:19]([N:21]2[CH2:30][CH2:29][C:28]3[C:23](=[CH:24][CH:25]=[CH:26][CH:27]=3)[CH2:22]2)=[O:20])[C:6]=1[CH3:7].[OH-].[Na+]. The catalyst is CCO.C1COCC1. The product is [Cl:1][C:2]1[C:3]([C:31](=[O:41])[N:32]([CH2:37][CH2:38][CH2:39][CH3:40])[CH2:33][CH2:34][CH2:35][CH3:36])=[N:4][N:5]([C:8]2[CH:18]=[CH:17][C:11]([C:12]([OH:14])=[O:13])=[CH:10][C:9]=2[C:19]([N:21]2[CH2:30][CH2:29][C:28]3[C:23](=[CH:24][CH:25]=[CH:26][CH:27]=3)[CH2:22]2)=[O:20])[C:6]=1[CH3:7]. The yield is 0.990. (5) The reactants are Cl.[N+:2]([C:5]1[CH:11]=[C:10]([C:12]2[CH:13]=[CH:14][C:15]3[O:21][CH2:20][CH2:19][NH:18][CH2:17][C:16]=3[CH:22]=2)[CH:9]=[CH:8][C:6]=1[NH2:7])([O-:4])=[O:3].Cl[C:24]1[C:29]([CH:30]([CH3:32])[CH3:31])=[C:28]([CH3:33])[N:27]=[C:26]([NH2:34])[N:25]=1.C(N(C(C)C)CC)(C)C.O. The catalyst is CN1C(=O)CCC1.C(OCC)(=O)C. The product is [NH2:7][C:6]1[CH:8]=[CH:9][C:10]([C:12]2[CH:13]=[CH:14][C:15]3[O:21][CH2:20][CH2:19][N:18]([C:24]4[C:29]([CH:30]([CH3:31])[CH3:32])=[C:28]([CH3:33])[N:27]=[C:26]([NH2:34])[N:25]=4)[CH2:17][C:16]=3[CH:22]=2)=[CH:11][C:5]=1[N+:2]([O-:4])=[O:3]. The yield is 0.370. (6) The reactants are [BH4-].[Na+].[C:3]12([CH2:13][CH2:14][N:15]([CH2:25][CH2:26][CH2:27][CH2:28][CH3:29])[C:16](=[O:24])[CH2:17][O:18][CH2:19][C:20](OC)=[O:21])[CH2:12][CH:7]3[CH2:8][CH:9]([CH2:11][CH:5]([CH2:6]3)[CH2:4]1)[CH2:10]2.O.C(OCC)(=O)C. The catalyst is CO. The product is [C:3]12([CH2:13][CH2:14][N:15]([CH2:25][CH2:26][CH2:27][CH2:28][CH3:29])[C:16](=[O:24])[CH2:17][O:18][CH2:19][CH2:20][OH:21])[CH2:10][CH:9]3[CH2:8][CH:7]([CH2:6][CH:5]([CH2:11]3)[CH2:4]1)[CH2:12]2. The yield is 0.220.